Dataset: CYP2D6 inhibition data for predicting drug metabolism from PubChem BioAssay. Task: Regression/Classification. Given a drug SMILES string, predict its absorption, distribution, metabolism, or excretion properties. Task type varies by dataset: regression for continuous measurements (e.g., permeability, clearance, half-life) or binary classification for categorical outcomes (e.g., BBB penetration, CYP inhibition). Dataset: cyp2d6_veith. (1) The compound is CCC(C)NC(=O)C1CCCN(C(=O)NC2CCCCC2)C1. The result is 0 (non-inhibitor). (2) The drug is CC(=O)N(c1ccc2oc(=O)sc2c1)S(=O)(=O)c1cccs1. The result is 0 (non-inhibitor). (3) The drug is O=C(O)c1ccccc1-c1ccc(/C=c2\sc3nc4cc(Br)cnc4n3c2=O)o1. The result is 0 (non-inhibitor). (4) The molecule is Cc1ccc(OCC(=O)NNC(=O)C2CCN(c3ncccn3)CC2)cc1. The result is 0 (non-inhibitor). (5) The drug is COC(=O)Cc1cc(=O)n2[nH]c(C)c(-c3ccccc3)c2n1. The result is 0 (non-inhibitor).